From a dataset of Forward reaction prediction with 1.9M reactions from USPTO patents (1976-2016). Predict the product of the given reaction. (1) Given the reactants [C:1]([C:3]1[C:7]([C:8]2[CH:13]=[C:12]([C:14]([F:17])([F:16])[F:15])[CH:11]=[C:10]([S:18]([CH:21](C)C)(=[O:20])=[O:19])[CH:9]=2)=[CH:6][N:5]([CH2:24][C:25]([OH:27])=[O:26])[CH:4]=1)#[N:2].CI, predict the reaction product. The product is: [C:1]([C:3]1[C:7]([C:8]2[CH:13]=[C:12]([C:14]([F:16])([F:15])[F:17])[CH:11]=[C:10]([S:18]([CH3:21])(=[O:19])=[O:20])[CH:9]=2)=[CH:6][N:5]([CH2:24][C:25]([OH:27])=[O:26])[CH:4]=1)#[N:2]. (2) Given the reactants [OH:1][CH2:2][CH2:3][N:4]1[CH2:9][CH2:8][N:7]([CH2:10][C:11]([NH:13][C:14]2[C:15]([S:23][CH3:24])=[N:16][C:17]([CH3:22])=[CH:18][C:19]=2[S:20][CH3:21])=[O:12])[CH2:6][CH2:5]1.C(N(CC)CC)C.[CH3:32][S:33](Cl)(=[O:35])=[O:34], predict the reaction product. The product is: [CH3:32][S:33]([O:1][CH2:2][CH2:3][N:4]1[CH2:9][CH2:8][N:7]([CH2:10][C:11]([NH:13][C:14]2[C:15]([S:23][CH3:24])=[N:16][C:17]([CH3:22])=[CH:18][C:19]=2[S:20][CH3:21])=[O:12])[CH2:6][CH2:5]1)(=[O:35])=[O:34]. (3) Given the reactants [NH:1]1[C:9]2[C:4](=[CH:5][CH:6]=[C:7](B(O)O)[CH:8]=2)[CH:3]=[CH:2]1.C(=O)([O-])[O-].[K+].[K+].Br[C:20]1[CH:25]=[CH:24][C:23]([S:26]([N:29]2[CH2:43][CH2:42][C:32]3([O:37][CH2:36][C:35](=[O:38])[N:34]([CH:39]4[CH2:41][CH2:40]4)[CH2:33]3)[CH2:31][CH2:30]2)(=[O:28])=[O:27])=[CH:22][C:21]=1[F:44], predict the reaction product. The product is: [CH:39]1([N:34]2[CH2:33][C:32]3([CH2:31][CH2:30][N:29]([S:26]([C:23]4[CH:24]=[CH:25][C:20]([C:7]5[CH:8]=[C:9]6[C:4]([CH:3]=[CH:2][NH:1]6)=[CH:5][CH:6]=5)=[C:21]([F:44])[CH:22]=4)(=[O:27])=[O:28])[CH2:43][CH2:42]3)[O:37][CH2:36][C:35]2=[O:38])[CH2:41][CH2:40]1. (4) Given the reactants [CH2:1]([N:8]1[CH2:13][CH2:12][C:11]([C:15]2[CH:20]=[CH:19][C:18]([Br:21])=[CH:17][CH:16]=2)(O)[C:10]([CH3:23])([CH3:22])[CH2:9]1)[C:2]1[CH:7]=[CH:6][CH:5]=[CH:4][CH:3]=1, predict the reaction product. The product is: [CH2:1]([N:8]1[CH2:13][CH:12]=[C:11]([C:15]2[CH:16]=[CH:17][C:18]([Br:21])=[CH:19][CH:20]=2)[C:10]([CH3:23])([CH3:22])[CH2:9]1)[C:2]1[CH:3]=[CH:4][CH:5]=[CH:6][CH:7]=1. (5) The product is: [CH:1]1([CH:7]([C:17]2[CH:22]=[CH:21][CH:20]=[C:19]([C:23]3[CH:32]=[CH:31][C:30]4[C:25](=[CH:26][CH:27]=[CH:28][CH:29]=4)[N:24]=3)[CH:18]=2)[O:8][NH:9][C:10](=[O:16])[C:11]([OH:13])=[O:12])[CH2:2][CH2:3][CH2:4][CH2:5][CH2:6]1. Given the reactants [CH:1]1([CH:7]([C:17]2[CH:22]=[CH:21][CH:20]=[C:19]([C:23]3[CH:32]=[CH:31][C:30]4[C:25](=[CH:26][CH:27]=[CH:28][CH:29]=4)[N:24]=3)[CH:18]=2)[O:8][NH:9][C:10](=[O:16])[C:11]([O:13]CC)=[O:12])[CH2:6][CH2:5][CH2:4][CH2:3][CH2:2]1.[OH-].[Na+].Cl, predict the reaction product.